Dataset: Forward reaction prediction with 1.9M reactions from USPTO patents (1976-2016). Task: Predict the product of the given reaction. (1) Given the reactants [NH:1]1[CH2:6][CH2:5][CH2:4][CH:3]([C:7]([O:9][CH2:10][CH3:11])=[O:8])[CH2:2]1.C([O-])([O-])=O.[Na+].[Na+].[C:18](Cl)(=[O:27])[O:19][CH2:20][C:21]1[CH:26]=[CH:25][CH:24]=[CH:23][CH:22]=1, predict the reaction product. The product is: [N:1]1([C:18]([O:19][CH2:20][C:21]2[CH:26]=[CH:25][CH:24]=[CH:23][CH:22]=2)=[O:27])[CH2:6][CH2:5][CH2:4][CH:3]([C:7]([O:9][CH2:10][CH3:11])=[O:8])[CH2:2]1. (2) The product is: [C:16]([O:19][C@@H:20]1[C@@H:33]([O:34][C:35](=[O:37])[CH3:36])[C@H:32]([O:38][C:39](=[O:41])[CH3:40])[CH2:31][S:30][C@H:21]1[O:22][C:23]1[CH:24]=[N:25][C:26]([C:10]2[CH:11]=[CH:12][C:7]([N:1]3[CH2:6][CH2:5][CH2:4][CH2:3][CH2:2]3)=[CH:8][CH:9]=2)=[CH:27][CH:28]=1)(=[O:18])[CH3:17]. Given the reactants [N:1]1([C:7]2[CH:12]=[CH:11][C:10](B(O)O)=[CH:9][CH:8]=2)[CH2:6][CH2:5][CH2:4][CH2:3][CH2:2]1.[C:16]([O:19][C@@H:20]1[C@@H:33]([O:34][C:35](=[O:37])[CH3:36])[C@H:32]([O:38][C:39](=[O:41])[CH3:40])[CH2:31][S:30][C@H:21]1[O:22][C:23]1[CH:24]=[N:25][C:26](Br)=[CH:27][CH:28]=1)(=[O:18])[CH3:17], predict the reaction product. (3) The product is: [C:19]([O:23][C:24]([N:26]1[CH2:31][CH2:30][CH:29]([NH:32][CH2:3][CH:2]([OH:1])[CH2:4][O:5][C:6]2[C:18]3[C:17]4[C:12](=[CH:13][CH:14]=[CH:15][CH:16]=4)[NH:11][C:10]=3[CH:9]=[CH:8][CH:7]=2)[CH2:28][CH2:27]1)=[O:25])([CH3:22])([CH3:20])[CH3:21]. Given the reactants [O:1]1[CH2:3][CH:2]1[CH2:4][O:5][C:6]1[C:18]2[C:17]3[C:12](=[CH:13][CH:14]=[CH:15][CH:16]=3)[NH:11][C:10]=2[CH:9]=[CH:8][CH:7]=1.[C:19]([O:23][C:24]([N:26]1[CH2:31][CH2:30][CH:29]([NH2:32])[CH2:28][CH2:27]1)=[O:25])([CH3:22])([CH3:21])[CH3:20], predict the reaction product. (4) Given the reactants [CH3:1][O:2][C:3](=[O:19])[CH:4]([O:16][CH2:17][CH3:18])[CH2:5][C:6]1[C:14]2[O:13][CH:12]=[CH:11][C:10]=2[C:9]([OH:15])=[CH:8][CH:7]=1.Cl[CH2:21][C:22]1[N:23]=[C:24]([C:28]2[CH:33]=[C:32]([O:34][CH3:35])[CH:31]=[C:30]([O:36][CH3:37])[CH:29]=2)[O:25][C:26]=1[CH3:27].COC1C=C(C=C(OC)C=1)C=O.C(=O)([O-])[O-].[K+].[K+].[I-].[K+], predict the reaction product. The product is: [CH3:1][O:2][C:3](=[O:19])[CH:4]([O:16][CH2:17][CH3:18])[CH2:5][C:6]1[C:14]2[O:13][CH:12]=[CH:11][C:10]=2[C:9]([O:15][CH2:21][C:22]2[N:23]=[C:24]([C:28]3[CH:33]=[C:32]([O:34][CH3:35])[CH:31]=[C:30]([O:36][CH3:37])[CH:29]=3)[O:25][C:26]=2[CH3:27])=[CH:8][CH:7]=1. (5) Given the reactants [CH3:1][O:2][C:3]([CH:5]1[CH2:10][NH:9][CH:8]([C:11]([O:13][C:14]([CH3:17])([CH3:16])[CH3:15])=[O:12])[CH2:7][CH2:6]1)=[O:4].C(N(CC)CC)C.[C:25]([O:29][C:30](O[C:30]([O:29][C:25]([CH3:28])([CH3:27])[CH3:26])=[O:31])=[O:31])([CH3:28])([CH3:27])[CH3:26], predict the reaction product. The product is: [CH3:1][O:2][C:3]([CH:5]1[CH2:10][N:9]([C:30]([O:29][C:25]([CH3:28])([CH3:27])[CH3:26])=[O:31])[CH:8]([C:11]([O:13][C:14]([CH3:17])([CH3:16])[CH3:15])=[O:12])[CH2:7][CH2:6]1)=[O:4]. (6) Given the reactants [Cl:1][C:2]1[CH:22]=[C:21]([C:23]2[S:24][CH:25]=[CH:26][CH:27]=2)[CH:20]=[CH:19][C:3]=1[CH2:4][N:5]1[C:9]2=[N:10][C:11]([C:14]([O:16][CH3:17])=[O:15])=[CH:12][CH:13]=[C:8]2[N:7]=[C:6]1[CH3:18].[Cl:28]N1C(=O)CCC1=O.ClCCl, predict the reaction product. The product is: [Cl:1][C:2]1[CH:22]=[C:21]([C:23]2[S:24][C:25]([Cl:28])=[CH:26][CH:27]=2)[CH:20]=[CH:19][C:3]=1[CH2:4][N:5]1[C:9]2=[N:10][C:11]([C:14]([O:16][CH3:17])=[O:15])=[CH:12][CH:13]=[C:8]2[N:7]=[C:6]1[CH3:18].